This data is from Catalyst prediction with 721,799 reactions and 888 catalyst types from USPTO. The task is: Predict which catalyst facilitates the given reaction. Reactant: [Cl:1][C:2]1[N:7]=[C:6](Cl)[CH:5]=[C:4]([C:9]([F:12])([F:11])[F:10])[N:3]=1.[CH3:13][NH:14][C:15]1[CH:20]=[CH:19][C:18]([O:21][C:22]([F:25])([F:24])[F:23])=[CH:17][CH:16]=1.C(N(C(C)C)CC)(C)C. Product: [Cl:1][C:2]1[N:7]=[C:6]([N:14]([CH3:13])[C:15]2[CH:20]=[CH:19][C:18]([O:21][C:22]([F:23])([F:24])[F:25])=[CH:17][CH:16]=2)[CH:5]=[C:4]([C:9]([F:12])([F:11])[F:10])[N:3]=1. The catalyst class is: 1.